Dataset: Reaction yield outcomes from USPTO patents with 853,638 reactions. Task: Predict the reaction yield, written as a fraction of the theoretical maximum amount of product (1.0 means a 100% yield; for example, 0.34 means a 34% yield). (1) The reactants are S(O)(O)(=O)=O.[NH2:6][C:7]1[NH:8][CH:9]=[CH:10][N:11]=1.C(=O)([O-])[O-].[K+].[K+].Cl.Cl[CH2:20][CH2:21][N:22]1[CH2:27][CH2:26][CH2:25][CH2:24][CH2:23]1. The catalyst is CN(C=O)C. The product is [N:22]1([CH2:21][CH2:20][N:8]2[CH:9]=[CH:10][N:11]=[C:7]2[NH2:6])[CH2:27][CH2:26][CH2:25][CH2:24][CH2:23]1. The yield is 0.110. (2) The reactants are C[O:2][C:3]([C:5]1[C:13]2[C:8](=[CH:9][C:10]([NH:14][C:15]3[CH:20]=[CH:19][CH:18]=[CH:17][C:16]=3[C:21]([O:23][CH3:24])=[O:22])=[CH:11][CH:12]=2)[N:7]([CH:25]2[CH2:30][CH2:29][CH2:28][CH2:27][O:26]2)[N:6]=1)=[O:4].[OH-].[Na+].Cl. The catalyst is CO.O1CCCC1.O.CCOC(C)=O. The product is [CH3:24][O:23][C:21]([C:16]1[CH:17]=[CH:18][CH:19]=[CH:20][C:15]=1[NH:14][C:10]1[CH:9]=[C:8]2[C:13]([C:5]([C:3]([OH:4])=[O:2])=[N:6][N:7]2[CH:25]2[CH2:30][CH2:29][CH2:28][CH2:27][O:26]2)=[CH:12][CH:11]=1)=[O:22]. The yield is 0.820. (3) The reactants are [C:1]1([OH:7])[CH:6]=[CH:5][CH:4]=[CH:3][CH:2]=1.C(=O)([O-])[O-].[Cs+].[Cs+].[Cl:14][C:15]1[C:16]([C:22]([NH:24][C:25]2[S:26][CH:27]=[C:28]([CH3:30])[N:29]=2)=[O:23])=[N:17][C:18](Cl)=[CH:19][CH:20]=1.[OH-].[Na+]. The catalyst is CN(C)C=O. The product is [Cl:14][C:15]1[C:16]([C:22]([NH:24][C:25]2[S:26][CH:27]=[C:28]([CH3:30])[N:29]=2)=[O:23])=[N:17][C:18]([O:7][C:1]2[CH:6]=[CH:5][CH:4]=[CH:3][CH:2]=2)=[CH:19][CH:20]=1. The yield is 0.610. (4) The product is [CH3:1][C:2]1[CH:3]=[C:4]([O:15][C:16]2[C:25]3[C:20](=[CH:21][C:22]([O:28][CH2:29][CH:30]([OH:31])[CH2:32][OH:36])=[C:23]([O:26][CH3:27])[CH:24]=3)[N:19]=[CH:18][CH:17]=2)[C:5]([C:9]2[CH:14]=[CH:13][CH:12]=[CH:11][CH:10]=2)=[N:6][C:7]=1[CH3:8]. The yield is 0.660. The reactants are [CH3:1][C:2]1[CH:3]=[C:4]([O:15][C:16]2[C:25]3[C:20](=[CH:21][C:22]([O:28][CH2:29][CH:30]4[CH2:32][O:31]4)=[C:23]([O:26][CH3:27])[CH:24]=3)[N:19]=[CH:18][CH:17]=2)[C:5]([C:9]2[CH:14]=[CH:13][CH:12]=[CH:11][CH:10]=2)=[N:6][C:7]=1[CH3:8].FC(F)(F)C(O)=[O:36].[OH-].[Na+].O. The catalyst is C(Cl)Cl. (5) The reactants are Br[C:2]1[CH:3]=[C:4]([CH:21]=[C:22]([F:24])[CH:23]=1)[CH2:5][CH2:6][C:7]1[CH:12]=[C:11]([CH3:13])[CH:10]=[C:9]([N:14]2[C:18]([CH3:19])=[CH:17][CH:16]=[C:15]2[CH3:20])[N:8]=1.[Cl:25][C:26]1[CH:27]=[C:28]([CH:31]=[CH:32][CH:33]=1)[CH2:29][NH2:30]. No catalyst specified. The product is [Cl:25][C:26]1[CH:27]=[C:28]([CH:31]=[CH:32][CH:33]=1)[CH2:29][NH:30][C:2]1[CH:23]=[C:22]([F:24])[CH:21]=[C:4]([CH2:5][CH2:6][C:7]2[CH:12]=[C:11]([CH3:13])[CH:10]=[C:9]([N:14]3[C:18]([CH3:19])=[CH:17][CH:16]=[C:15]3[CH3:20])[N:8]=2)[CH:3]=1. The yield is 0.900. (6) The reactants are [C:1]1(=[O:11])[C:5]2([CH2:10][CH2:9][CH2:8][CH2:7][CH2:6]2)[CH2:4][CH2:3][NH:2]1.[H-].[Na+].[Br:14][C:15]1[CH:16]=[C:17]([Cl:24])[C:18]([CH2:22]Br)=[C:19]([Cl:21])[CH:20]=1.Cl. The catalyst is CN(C=O)C.C(OCC)C. The product is [Br:14][C:15]1[CH:16]=[C:17]([Cl:24])[C:18]([CH2:22][N:2]2[CH2:3][CH2:4][C:5]3([CH2:10][CH2:9][CH2:8][CH2:7][CH2:6]3)[C:1]2=[O:11])=[C:19]([Cl:21])[CH:20]=1. The yield is 0.730. (7) The reactants are [CH3:1][O:2][C:3](=[O:21])[C:4]1[CH:9]=[C:8]([O:10]COC)[C:7]([CH2:14][CH:15]=[CH2:16])=[C:6]([O:17]COC)[CH:5]=1.Cl. The catalyst is CO. The product is [CH3:1][O:2][C:3](=[O:21])[C:4]1[CH:5]=[C:6]([OH:17])[C:7]([CH2:14][CH:15]=[CH2:16])=[C:8]([OH:10])[CH:9]=1. The yield is 0.790.